From a dataset of Full USPTO retrosynthesis dataset with 1.9M reactions from patents (1976-2016). Predict the reactants needed to synthesize the given product. (1) Given the product [C:35]([O:38][CH2:12][C:3]1[CH:4]=[C:5]([CH:10]=[CH:11][C:2]=1[Br:1])[C:6]([O:8][CH3:9])=[O:7])(=[O:37])[CH3:36], predict the reactants needed to synthesize it. The reactants are: [Br:1][C:2]1[CH:11]=[CH:10][C:5]([C:6]([O:8][CH3:9])=[O:7])=[CH:4][C:3]=1[CH2:12]OC.FC1C(C)=C(C2C=CC(C(O)=O)=CC=2COC)C=CC=1.[C:35]([O-:38])(=[O:37])[CH3:36].[Na+]. (2) The reactants are: Br[C:2]1[N:7]=[C:6]([CH2:8][N:9]2[C:13]([C:14]([O:16][CH3:17])=[O:15])=[CH:12][N:11]=[N:10]2)[CH:5]=[CH:4][CH:3]=1.[NH2:18][C:19]1[S:20][C:21]([C:27]2[C:32]([F:33])=[CH:31][C:30]([C:34]([OH:37])([CH3:36])[CH3:35])=[CH:29][C:28]=2[F:38])=[CH:22][C:23]=1[C:24]([NH2:26])=[O:25]. Given the product [NH2:26][C:24]([C:23]1[CH:22]=[C:21]([C:27]2[C:32]([F:33])=[CH:31][C:30]([C:34]([OH:37])([CH3:36])[CH3:35])=[CH:29][C:28]=2[F:38])[S:20][C:19]=1[NH:18][C:2]1[N:7]=[C:6]([CH2:8][N:9]2[C:13]([C:14]([O:16][CH3:17])=[O:15])=[CH:12][N:11]=[N:10]2)[CH:5]=[CH:4][CH:3]=1)=[O:25], predict the reactants needed to synthesize it. (3) Given the product [NH2:23][C:20]1[N:21]=[CH:22][C:17]([C:3]2[CH:4]=[CH:5][C:6]([C:25]3[CH:30]=[CH:29][CH:28]=[CH:27][C:26]=3[NH:31][S:32]([C:35]3[CH:36]=[CH:37][CH:38]=[CH:39][CH:40]=3)(=[O:33])=[O:34])=[CH:7][C:2]=2[F:1])=[N:18][CH:19]=1, predict the reactants needed to synthesize it. The reactants are: [F:1][C:2]1[CH:7]=[C:6](B2OC(C)(C)C(C)(C)O2)[CH:5]=[CH:4][C:3]=1[C:17]1[N:18]=[CH:19][C:20]([NH2:23])=[N:21][CH:22]=1.Br[C:25]1[CH:30]=[CH:29][CH:28]=[CH:27][C:26]=1[NH:31][S:32]([C:35]1[CH:40]=[CH:39][CH:38]=[CH:37][CH:36]=1)(=[O:34])=[O:33]. (4) Given the product [CH3:1][O:2][CH:3]([O:6][CH3:7])[CH2:4][O:16][C:11]1[CH:10]=[C:9]([F:8])[CH:14]=[C:13]([F:15])[CH:12]=1, predict the reactants needed to synthesize it. The reactants are: [CH3:1][O:2][CH:3]([O:6][CH3:7])[CH2:4]Br.[F:8][C:9]1[CH:10]=[C:11]([OH:16])[CH:12]=[C:13]([F:15])[CH:14]=1.C(=O)([O-])[O-].[K+].[K+]. (5) Given the product [N:32]([CH:7]1[CH2:6][CH2:5][C:4]([N:11]2[CH:15]=[C:14]([C:16]([NH2:18])=[O:17])[C:13]([NH:19][C:20]3[CH:21]=[CH:22][C:23]([F:26])=[CH:24][CH:25]=3)=[N:12]2)([CH2:3][C:1]#[N:2])[CH2:9][CH2:8]1)=[N+:33]=[N-:34], predict the reactants needed to synthesize it. The reactants are: [C:1]([CH2:3][C:4]1([N:11]2[CH:15]=[C:14]([C:16]([NH2:18])=[O:17])[C:13]([NH:19][C:20]3[CH:25]=[CH:24][C:23]([F:26])=[CH:22][CH:21]=3)=[N:12]2)[CH2:9][CH2:8][CH:7](O)[CH2:6][CH2:5]1)#[N:2].CS(Cl)(=O)=O.[N-:32]=[N+:33]=[N-:34].[Na+]. (6) Given the product [NH2:18][C:12]1[CH:11]=[C:10]2[C:15]([C:16](=[O:17])[N:3]([CH2:1][CH3:2])[C:4]3[CH:5]=[CH:6][CH:7]=[CH:8][C:9]=32)=[CH:14][CH:13]=1, predict the reactants needed to synthesize it. The reactants are: [CH2:1]([N:3]1[C:16](=[O:17])[C:15]2[C:10](=[CH:11][C:12]([N+:18]([O-])=O)=[CH:13][CH:14]=2)[C:9]2[CH:8]=[CH:7][CH:6]=[CH:5][C:4]1=2)[CH3:2]. (7) Given the product [F:29][C:30]1[CH:31]=[CH:32][C:33]([C:36]2[S:40][C:39]([CH3:41])=[N:38][C:37]=2[C:42]([N:4]2[CH2:5][CH2:6][CH2:7][C@@H:2]([CH3:1])[C@H:3]2[CH2:8][N:9]2[C:17](=[O:18])[C:16]3[C:11](=[CH:12][CH:13]=[CH:14][CH:15]=3)[C:10]2=[O:19])=[O:43])=[CH:34][CH:35]=1, predict the reactants needed to synthesize it. The reactants are: [CH3:1][C@@H:2]1[CH2:7][CH2:6][CH2:5][NH:4][C@@H:3]1[CH2:8][N:9]1[C:17](=[O:18])[C:16]2[C:11](=[CH:12][CH:13]=[CH:14][CH:15]=2)[C:10]1=[O:19].CCN(C(C)C)C(C)C.[F:29][C:30]1[CH:35]=[CH:34][C:33]([C:36]2[S:40][C:39]([CH3:41])=[N:38][C:37]=2[C:42](O)=[O:43])=[CH:32][CH:31]=1.CN(C(ON1N=NC2C=CC=NC1=2)=[N+](C)C)C.F[P-](F)(F)(F)(F)F.